From a dataset of Peptide-MHC class I binding affinity with 185,985 pairs from IEDB/IMGT. Regression. Given a peptide amino acid sequence and an MHC pseudo amino acid sequence, predict their binding affinity value. This is MHC class I binding data. (1) The peptide sequence is IRKVEWPDL. The MHC is HLA-A02:06 with pseudo-sequence HLA-A02:06. The binding affinity (normalized) is 0.0847. (2) The MHC is HLA-A03:01 with pseudo-sequence HLA-A03:01. The binding affinity (normalized) is 0.851. The peptide sequence is KLYLRPWWH. (3) The peptide sequence is RGRGVAIHR. The MHC is HLA-A68:02 with pseudo-sequence HLA-A68:02. The binding affinity (normalized) is 0.0847. (4) The peptide sequence is IFFASFYYIW. The MHC is HLA-A24:02 with pseudo-sequence HLA-A24:02. The binding affinity (normalized) is 0.705. (5) The peptide sequence is LSSLLKNDVP. The MHC is HLA-B57:01 with pseudo-sequence HLA-B57:01. The binding affinity (normalized) is 0.178.